From a dataset of Catalyst prediction with 721,799 reactions and 888 catalyst types from USPTO. Predict which catalyst facilitates the given reaction. (1) Reactant: Br[C:2]1[CH:7]=[CH:6][C:5]([F:8])=[CH:4][N:3]=1.[C:9]([N:12]1[C:21]2[C:16](=[CH:17][C:18]([C:22]([NH:24][CH3:25])=[O:23])=[CH:19][CH:20]=2)[CH:15]([NH2:26])[CH:14]([CH3:27])[CH:13]1[CH:28]1[CH2:30][CH2:29]1)(=[O:11])[CH3:10].CC(C)([O-])C.[Na+].CN(C1C(C2C(P(C3CCCCC3)C3CCCCC3)=CC=CC=2)=CC=CC=1)C. Product: [C:9]([N:12]1[C:21]2[C:16](=[CH:17][C:18]([C:22]([NH:24][CH3:25])=[O:23])=[CH:19][CH:20]=2)[CH:15]([NH:26][C:2]2[CH:7]=[CH:6][C:5]([F:8])=[CH:4][N:3]=2)[CH:14]([CH3:27])[CH:13]1[CH:28]1[CH2:29][CH2:30]1)(=[O:11])[CH3:10]. The catalyst class is: 62. (2) Reactant: [N:1]1[C:10]2[CH2:9][CH2:8][CH2:7][CH:6]([OH:11])[C:5]=2[N:4]=[CH:3][CH:2]=1.CC(OI1(OC(C)=O)(OC(C)=O)OC(=O)C2C=CC=CC1=2)=O.O.CO. Product: [N:1]1[C:10]2[CH2:9][CH2:8][CH2:7][C:6](=[O:11])[C:5]=2[N:4]=[CH:3][CH:2]=1. The catalyst class is: 4. (3) The catalyst class is: 18. Reactant: [CH2:1]([O:3][C:4]([C:6]1[CH:15]=[C:14]([O:16][CH2:17][C:18]([OH:20])=O)[C:13]2[C:8](=[CH:9][CH:10]=[CH:11][CH:12]=2)[N:7]=1)=[O:5])[CH3:2].C(Cl)CCl.FC1C(O)=C(F)C(F)=C(F)C=1F.FC(F)(F)C(O)=O.[CH:44]1([NH:48][C:49]([C@@H:51]2[CH2:55][CH2:54][CH2:53][NH:52]2)=[O:50])[CH2:47][CH2:46][CH2:45]1. Product: [CH2:1]([O:3][C:4]([C:6]1[CH:15]=[C:14]([O:16][CH2:17][C:18]([N:52]2[CH2:53][CH2:54][CH2:55][C@H:51]2[C:49](=[O:50])[NH:48][CH:44]2[CH2:45][CH2:46][CH2:47]2)=[O:20])[C:13]2[C:8](=[CH:9][CH:10]=[CH:11][CH:12]=2)[N:7]=1)=[O:5])[CH3:2]. (4) Reactant: Cl[CH2:2][C:3]1[S:4][CH:5]=[C:6]([C:8]([NH:10][C:11]2[CH:19]=[C:18]([C:20]3[CH:28]=[CH:27][CH:26]=[C:25]4[C:21]=3[CH:22]=[CH:23][NH:24]4)[CH:17]=[C:16]3[C:12]=2[CH:13]=[N:14][N:15]3S(C2C=CC=CC=2)(=O)=O)=[O:9])[N:7]=1.[CH3:38][C@@H:39]1[CH2:44][NH:43][CH2:42][C@H:41]([CH3:45])[N:40]1[CH:46]([CH3:48])[CH3:47].C(=O)([O-])[O-].[K+].[K+]. Product: [CH3:45][C@H:41]1[N:40]([CH:46]([CH3:48])[CH3:47])[C@@H:39]([CH3:38])[CH2:44][N:43]([CH2:2][C:3]2[S:4][CH:5]=[C:6]([C:8]([NH:10][C:11]3[CH:19]=[C:18]([C:20]4[CH:28]=[CH:27][CH:26]=[C:25]5[C:21]=4[CH:22]=[CH:23][NH:24]5)[CH:17]=[C:16]4[C:12]=3[CH:13]=[N:14][NH:15]4)=[O:9])[N:7]=2)[CH2:42]1. The catalyst class is: 23. (5) Product: [Br:1][C:2]1[CH:7]=[CH:6][C:5]([O:8][CH:9]=[CH2:10])=[CH:4][CH:3]=1. The catalyst class is: 20. Reactant: [Br:1][C:2]1[CH:7]=[CH:6][C:5]([O:8][CH2:9][CH2:10]Br)=[CH:4][CH:3]=1.CC([O-])(C)C.[K+]. (6) Reactant: C1C(=O)N([Br:8])C(=O)C1.[CH2:9]([C:11]1[CH:16]=[CH:15][N:14]=[C:13]([NH2:17])[CH:12]=1)[CH3:10]. Product: [Br:8][C:16]1[C:11]([CH2:9][CH3:10])=[CH:12][C:13]([NH2:17])=[N:14][CH:15]=1. The catalyst class is: 2.